The task is: Predict which catalyst facilitates the given reaction.. This data is from Catalyst prediction with 721,799 reactions and 888 catalyst types from USPTO. (1) Reactant: [C:1]([O:5][C:6](=[O:25])[NH:7][C@H:8]1[CH2:11][C@H:10]([NH:12][C:13](=[O:24])[C:14]([C:17]2[C:18](Cl)=[N:19][CH:20]=[CH:21][CH:22]=2)([CH3:16])[CH3:15])[CH2:9]1)([CH3:4])([CH3:3])[CH3:2].CC(C)([O-])C.[Na+]. Product: [C:1]([O:5][C:6](=[O:25])[NH:7][C@H:8]1[CH2:11][C@H:10]([N:12]2[C:18]3=[N:19][CH:20]=[CH:21][CH:22]=[C:17]3[C:14]([CH3:16])([CH3:15])[C:13]2=[O:24])[CH2:9]1)([CH3:4])([CH3:3])[CH3:2]. The catalyst class is: 12. (2) Reactant: [Br:1][C:2]1[CH:10]=[C:9]2[C:5]([CH:6]=[N:7][NH:8]2)=[CH:4][CH:3]=1.[CH2:11](Br)[C:12]1[CH:17]=[CH:16][CH:15]=[CH:14][CH:13]=1.CCOC(C)=O. Product: [CH2:11]([N:7]1[CH:6]=[C:5]2[C:9]([CH:10]=[C:2]([Br:1])[CH:3]=[CH:4]2)=[N:8]1)[C:12]1[CH:17]=[CH:16][CH:15]=[CH:14][CH:13]=1. The catalyst class is: 12. (3) Reactant: Cl[C:2]1[C:7]([CH:8]([CH2:13][CH2:14][CH3:15])[C:9]([O:11][CH3:12])=[O:10])=[C:6]([CH3:16])[N:5]=[C:4]([C:17]2[CH:22]=[CH:21][CH:20]=[CH:19][CH:18]=2)[N:3]=1.C(N(CC)C(C)C)(C)C.[CH3:32][N:33]1[C:41]2[C:36](=[CH:37][C:38](B3OC(C)(C)C(C)(C)O3)=[CH:39][CH:40]=2)[CH2:35][CH2:34]1. Product: [CH3:16][C:6]1[C:7]([CH:8]([CH2:13][CH2:14][CH3:15])[C:9]([O:11][CH3:12])=[O:10])=[C:2]([C:38]2[CH:37]=[C:36]3[C:41](=[CH:40][CH:39]=2)[N:33]([CH3:32])[CH2:34][CH2:35]3)[N:3]=[C:4]([C:17]2[CH:22]=[CH:21][CH:20]=[CH:19][CH:18]=2)[N:5]=1. The catalyst class is: 659. (4) Reactant: [NH2:1][C:2]1[C:11]([NH2:12])=[CH:10][C:5]([C:6]([O:8][CH3:9])=[O:7])=[C:4]([OH:13])[CH:3]=1.[Cl:14][C:15]1[CH:20]=[CH:19][CH:18]=[C:17]([Cl:21])[C:16]=1[N:22]=[C:23]=S. Product: [Cl:14][C:15]1[CH:20]=[CH:19][CH:18]=[C:17]([Cl:21])[C:16]=1[NH:22][C:23]1[NH:1][C:2]2[CH:3]=[C:4]([OH:13])[C:5]([C:6]([O:8][CH3:9])=[O:7])=[CH:10][C:11]=2[N:12]=1. The catalyst class is: 10. (5) Reactant: [CH3:1][C:2]1[C:7]([CH2:8][S+:9]([O-:19])[C:10]2[NH:11][C:12]3[CH:13]=[CH:14][CH:15]=[CH:16][C:17]=3[N:18]=2)=[N:6][CH:5]=[CH:4][C:3]=1[O:20][CH2:21][CH2:22][CH2:23][O:24][CH3:25].C(OC(C)C)(C)C.[OH-].[Na+:34]. Product: [CH3:1][C:2]1[C:7]([CH2:8][S+:9]([O-:19])[C:10]2[N-:11][C:12]3[CH:13]=[CH:14][CH:15]=[CH:16][C:17]=3[N:18]=2)=[N:6][CH:5]=[CH:4][C:3]=1[O:20][CH2:21][CH2:22][CH2:23][O:24][CH3:25].[Na+:34]. The catalyst class is: 69. (6) Reactant: [NH2:1][C:2]1[CH:7]=[N:6][C:5](Br)=[CH:4][N:3]=1.[CH2:9]([O:16][C:17]1[CH:18]=[C:19](B2OC(C)(C)C(C)(C)O2)[CH:20]=[CH:21][C:22]=1[C:23]([CH3:26])([CH3:25])[CH3:24])[C:10]1[CH:15]=[CH:14][CH:13]=[CH:12][CH:11]=1.C([O-])([O-])=O.[K+].[K+].C(Cl)Cl. Product: [CH2:9]([O:16][C:17]1[CH:18]=[C:19]([C:5]2[N:6]=[CH:7][C:2]([NH2:1])=[N:3][CH:4]=2)[CH:20]=[CH:21][C:22]=1[C:23]([CH3:26])([CH3:25])[CH3:24])[C:10]1[CH:11]=[CH:12][CH:13]=[CH:14][CH:15]=1. The catalyst class is: 57. (7) The catalyst class is: 4. Product: [CH3:1][C@@H:2]1[CH2:6][CH2:5][CH2:4][N:3]1[C:7]1[C:8]([O:21][S:29]([C:32]([F:35])([F:34])[F:33])(=[O:30])=[O:28])=[N:9][C:10]2[C:15]([N:16]=1)=[CH:14][C:13]([C:17]([O:19][CH3:20])=[O:18])=[CH:12][CH:11]=2. Reactant: [CH3:1][C@@H:2]1[CH2:6][CH2:5][CH2:4][N:3]1[C:7]1[C:8](=[O:21])[NH:9][C:10]2[C:15]([N:16]=1)=[CH:14][C:13]([C:17]([O:19][CH3:20])=[O:18])=[CH:12][CH:11]=2.N1C=CC=CC=1.[O:28](S(C(F)(F)F)(=O)=O)[S:29]([C:32]([F:35])([F:34])[F:33])(=O)=[O:30].